This data is from Forward reaction prediction with 1.9M reactions from USPTO patents (1976-2016). The task is: Predict the product of the given reaction. Given the reactants [CH:1]([O:3][CH2:4][CH3:5])=[CH2:2].[F:6][C:7]([F:12])([F:11])[C:8](Cl)=[O:9], predict the reaction product. The product is: [CH2:1]([O:3][CH:4]=[CH:5][C:8](=[O:9])[C:7]([F:12])([F:11])[F:6])[CH3:2].